From a dataset of HIV replication inhibition screening data with 41,000+ compounds from the AIDS Antiviral Screen. Binary Classification. Given a drug SMILES string, predict its activity (active/inactive) in a high-throughput screening assay against a specified biological target. (1) The result is 0 (inactive). The compound is Cc1c(CN2CCN(C)CC2)c(CN2CCN(C)CC2)c(C)n1-c1ccc(Cl)cc1. (2) The molecule is O=C1C(Cl)=C(Cl)C(=O)N1c1cccc(C(F)(F)F)c1. The result is 0 (inactive). (3) The compound is COC(=O)NN=CC(=CNc1ccccc1)[N+](=O)[O-]. The result is 0 (inactive). (4) The compound is C1CCC(NC2CCCCC2)CC1.CC1(C)OP(=O)(O)CC1=O. The result is 0 (inactive). (5) The molecule is COc1cc2c[n+](C)c3c4ccccc4ccc3c2cc1OC.COc1cc2cnc3c4ccccc4ccc3c2cc1OC.CS(=O)(O)=[OH+]. The result is 0 (inactive). (6) The result is 0 (inactive). The molecule is Oc1nnc(O)c2nc3c(nc12)c1nc2c(O)nnc(O)c2nc1c1nc2c(O)nnc(O)c2nc31. (7) The result is 0 (inactive). The drug is CN(C)P(CCPc1ccccc1)N(C)C.